Dataset: Catalyst prediction with 721,799 reactions and 888 catalyst types from USPTO. Task: Predict which catalyst facilitates the given reaction. (1) The catalyst class is: 49. Reactant: [NH2:1][C:2]1[CH:7]=[CH:6][C:5]([N+:8]([O-:10])=[O:9])=[CH:4][N:3]=1.C[Si]([N-][Si](C)(C)C)(C)C.[Na+].[CH3:21][C:22]([O:25][C:26](O[C:26]([O:25][C:22]([CH3:24])([CH3:23])[CH3:21])=[O:27])=[O:27])([CH3:24])[CH3:23]. Product: [C:22]([O:25][C:26]([NH:1][C:2]1[CH:7]=[CH:6][C:5]([N+:8]([O-:10])=[O:9])=[CH:4][N:3]=1)=[O:27])([CH3:24])([CH3:23])[CH3:21]. (2) Reactant: [C:1]([C:4]1[CH:12]=[C:11]2[C:7]([C:8]3[C:16]([C:17]4[CH:22]=[CH:21][CH:20]=[C:19]([N:23]5[C:32](=[O:33])[C:31]6[C:26](=[CH:27][CH:28]=[CH:29][CH:30]=6)[N:25]=[CH:24]5)[C:18]=4[CH3:34])=[CH:15][N:14]=[C:13]([C:35]([NH2:37])=[O:36])[C:9]=3[NH:10]2)=[CH:6][CH:5]=1)(=[O:3])[CH3:2].[BH4-].[Na+]. Product: [OH:3][CH:1]([C:4]1[CH:12]=[C:11]2[C:7]([C:8]3[C:16]([C:17]4[CH:22]=[CH:21][CH:20]=[C:19]([N:23]5[C:32](=[O:33])[C:31]6[C:26](=[CH:27][CH:28]=[CH:29][CH:30]=6)[N:25]=[CH:24]5)[C:18]=4[CH3:34])=[CH:15][N:14]=[C:13]([C:35]([NH2:37])=[O:36])[C:9]=3[NH:10]2)=[CH:6][CH:5]=1)[CH3:2]. The catalyst class is: 83. (3) Reactant: C([Li])CCC.C(NC(C)C)(C)C.[O:13]1[CH:17]=[CH:16][CH:15]=[CH:14]1.Br[C:19]1[CH:24]=[CH:23][C:22]([C:25]([F:28])([F:27])[F:26])=[CH:21][CH:20]=1. Product: [F:26][C:25]([F:28])([F:27])[C:22]1[CH:21]=[C:20]2[C:19](=[CH:24][CH:23]=1)[CH:14]1[O:13][CH:17]2[CH:16]=[CH:15]1. The catalyst class is: 7.